From a dataset of Reaction yield outcomes from USPTO patents with 853,638 reactions. Predict the reaction yield, written as a fraction of the theoretical maximum amount of product (1.0 means a 100% yield; for example, 0.34 means a 34% yield). (1) The reactants are Cl[C:2]1[N:3]=[CH:4][CH:5]=[C:6]2[CH:10]=[C:9]([CH3:11])[NH:8][C:7]=12.CC1(C)C2C(=C(P(C3C=CC=CC=3)C3C=CC=CC=3)C=CC=2)OC2C(P(C3C=CC=CC=3)C3C=CC=CC=3)=CC=CC1=2.C(=O)([O-])[O-].[Cs+].[Cs+].[CH:60]1([C:63]([NH2:65])=[O:64])[CH2:62][CH2:61]1. The yield is 0.400. The catalyst is C1(C)C=CC=CC=1.O.[Pd].[Pd].C(=CC(C=CC1C=CC=CC=1)=O)C1C=CC=CC=1.C(=CC(C=CC1C=CC=CC=1)=O)C1C=CC=CC=1.C(=CC(C=CC1C=CC=CC=1)=O)C1C=CC=CC=1. The product is [CH3:11][C:9]1[NH:8][C:7]2=[C:2]([NH:65][C:63]([CH:60]3[CH2:62][CH2:61]3)=[O:64])[N:3]=[CH:4][CH:5]=[C:6]2[CH:10]=1. (2) The reactants are [Br:1][C:2]1[CH:3]=[C:4]([CH:8]([NH2:10])[CH3:9])[CH:5]=[CH:6][CH:7]=1.[C:11]([O:15][C:16](O[C:16]([O:15][C:11]([CH3:14])([CH3:13])[CH3:12])=[O:17])=[O:17])([CH3:14])([CH3:13])[CH3:12].C(N(CC)CC)C. The catalyst is O1CCCC1. The product is [Br:1][C:2]1[CH:3]=[C:4]([CH:8]([NH:10][C:16](=[O:17])[O:15][C:11]([CH3:14])([CH3:13])[CH3:12])[CH3:9])[CH:5]=[CH:6][CH:7]=1. The yield is 1.00. (3) The reactants are [Cl:1][C:2]1[CH:7]=[CH:6][CH:5]=[C:4]([N+:8]([O-:10])=[O:9])[C:3]=1Cl.[C:12]([O:16][C:17]([N:19]1[CH2:24][CH2:23][NH:22][CH2:21][CH2:20]1)=[O:18])([CH3:15])([CH3:14])[CH3:13].C([O-])([O-])=O.[K+].[K+]. The catalyst is C(#N)C. The product is [C:12]([O:16][C:17]([N:19]1[CH2:24][CH2:23][N:22]([C:3]2[C:4]([N+:8]([O-:10])=[O:9])=[CH:5][CH:6]=[CH:7][C:2]=2[Cl:1])[CH2:21][CH2:20]1)=[O:18])([CH3:15])([CH3:13])[CH3:14]. The yield is 0.700. (4) The reactants are [NH2:1][C:2]1[CH:10]=[CH:9][C:5]([C:6]([NH2:8])=[O:7])=[CH:4][CH:3]=1.N1C=CC=CC=1.Cl[C:18]([O:20][C:21]1[CH:26]=[CH:25][CH:24]=[CH:23][CH:22]=1)=[O:19].CCCCC. The catalyst is C(Cl)Cl.C(OCC)C. The product is [C:6]([C:5]1[CH:9]=[CH:10][C:2]([NH:1][C:18](=[O:19])[O:20][C:21]2[CH:26]=[CH:25][CH:24]=[CH:23][CH:22]=2)=[CH:3][CH:4]=1)(=[O:7])[NH2:8]. The yield is 0.770. (5) The reactants are [O:1]=[C:2]1[C:10]2([CH2:14][O:13][C:12]3[CH:15]=[C:16]4[C:20](=[CH:21][C:11]2=3)[CH2:19][CH2:18][O:17]4)[C:9]2[C:4](=[CH:5][CH:6]=[CH:7][CH:8]=2)[N:3]1[CH2:22][C:23]1[CH:24]=[C:25]([CH:28]=[CH:29][CH:30]=1)[C:26]#[N:27].[NH2:31][OH:32]. The catalyst is CS(C)=O. The product is [OH:32][N:31]=[C:26]([C:25]1[CH:28]=[CH:29][CH:30]=[C:23]([CH2:22][N:3]2[C:4]3[C:9](=[CH:8][CH:7]=[CH:6][CH:5]=3)[C:10]3([CH2:14][O:13][C:12]4[CH:15]=[C:16]5[C:20](=[CH:21][C:11]3=4)[CH2:19][CH2:18][O:17]5)[C:2]2=[O:1])[CH:24]=1)[NH2:27]. The yield is 0.680. (6) The reactants are [CH3:1][N:2]([CH3:18])[C:3]1[CH:17]=[CH:16][C:6]([CH2:7][P:8](=[O:15])([O:12][CH2:13][CH3:14])[O:9][CH2:10][CH3:11])=[CH:5][CH:4]=1.FC(F)(F)S(O[C:25]1[CH:30]=[CH:29]C=[CH:27][C:26]=1[Si](C)(C)C)(=O)=O.[F-].[K+].C1OCCOCCOCCOCCOCCOC1. The catalyst is C1COCC1. The product is [CH3:18][N:2]([C:1]1[CH:29]=[CH:30][CH:25]=[CH:26][CH:27]=1)[C:3]1[CH:17]=[CH:16][C:6]([CH2:7][P:8](=[O:15])([O:12][CH2:13][CH3:14])[O:9][CH2:10][CH3:11])=[CH:5][CH:4]=1. The yield is 0.870.